The task is: Predict the product of the given reaction.. This data is from Forward reaction prediction with 1.9M reactions from USPTO patents (1976-2016). Given the reactants [CH2:1]([O:8][C@H:9]1[C@H:14]([O:15][CH2:16][C:17]2[CH:22]=[CH:21][CH:20]=[CH:19][CH:18]=2)[C@@H:13]([O:23][CH2:24][C:25]2[CH:30]=[CH:29][CH:28]=[CH:27][CH:26]=2)[C@H:12]([C:31]2[CH:36]=[CH:35][C:34]([Cl:37])=[C:33]([CH2:38][C:39]3[CH:44]=[CH:43][C:42]([O:45][CH2:46][CH3:47])=[CH:41][CH:40]=3)[CH:32]=2)[O:11][C:10]1([CH2:50]I)[CH2:48]I)[C:2]1[CH:7]=[CH:6][CH:5]=[CH:4][CH:3]=1.CC(N=NC(C#N)(C)C)(C#N)C, predict the reaction product. The product is: [CH2:1]([O:8][C@H:9]1[C@H:14]([O:15][CH2:16][C:17]2[CH:18]=[CH:19][CH:20]=[CH:21][CH:22]=2)[C@@H:13]([O:23][CH2:24][C:25]2[CH:30]=[CH:29][CH:28]=[CH:27][CH:26]=2)[C@H:12]([C:31]2[CH:36]=[CH:35][C:34]([Cl:37])=[C:33]([CH2:38][C:39]3[CH:44]=[CH:43][C:42]([O:45][CH2:46][CH3:47])=[CH:41][CH:40]=3)[CH:32]=2)[O:11][C:10]1([CH3:48])[CH3:50])[C:2]1[CH:7]=[CH:6][CH:5]=[CH:4][CH:3]=1.